Dataset: Full USPTO retrosynthesis dataset with 1.9M reactions from patents (1976-2016). Task: Predict the reactants needed to synthesize the given product. (1) Given the product [CH3:5][C:7]([CH2:9][C:10]([CH2:15][C:14]([OH:17])=[O:16])=[O:11])=[O:8], predict the reactants needed to synthesize it. The reactants are: C1C=[C:5]2[C:7]([C:9](O)(O)[C:10](=[O:11])C2=CC=1)=[O:8].[C:14]([OH:17])(=[O:16])[CH3:15]. (2) Given the product [CH2:5]1[C:6](=[O:7])[N:2]([O:1][CH:24]=[O:26])[C:3](=[O:8])[CH2:4]1, predict the reactants needed to synthesize it. The reactants are: [OH:1][N:2]1[C:6](=[O:7])[CH2:5][CH2:4][C:3]1=[O:8].C1CCC(N=C=NC2CCCCC2)CC1.[C:24](OCC)(=[O:26])C. (3) Given the product [CH3:38][S:39]([OH:42])(=[O:41])=[O:40].[Cl:33][C:30]1[S:29][C:28]([C:26]([NH:25][C:20]2[C:19]([C:17]([NH:16][C:13]3[CH:12]=[CH:11][C:10]([N:9]4[CH2:8][CH2:7][O:6][C:34]4=[NH:35])=[CH:15][CH:14]=3)=[O:18])=[CH:23][N:22]([CH3:24])[N:21]=2)=[O:27])=[CH:32][CH:31]=1, predict the reactants needed to synthesize it. The reactants are: C([Si](C)(C)[O:6][CH2:7][CH2:8][N:9]([C:34]#[N:35])[C:10]1[CH:15]=[CH:14][C:13]([NH:16][C:17]([C:19]2[C:20]([NH:25][C:26]([C:28]3[S:29][C:30]([Cl:33])=[CH:31][CH:32]=3)=[O:27])=[N:21][N:22]([CH3:24])[CH:23]=2)=[O:18])=[CH:12][CH:11]=1)(C)(C)C.[CH3:38][S:39]([OH:42])(=[O:41])=[O:40]. (4) Given the product [NH2:23][CH2:24][CH2:25][O:26][CH2:27][CH2:28][O:29][CH2:30][CH2:31][NH:32][C:3]1[N:12]=[C:11]([N:13]([C:15]2[CH:20]=[CH:19][C:18]([O:21][CH3:22])=[CH:17][CH:16]=2)[CH3:14])[C:10]2[C:5](=[CH:6][CH:7]=[CH:8][CH:9]=2)[N:4]=1, predict the reactants needed to synthesize it. The reactants are: Cl.Cl[C:3]1[N:12]=[C:11]([N:13]([C:15]2[CH:20]=[CH:19][C:18]([O:21][CH3:22])=[CH:17][CH:16]=2)[CH3:14])[C:10]2[C:5](=[CH:6][CH:7]=[CH:8][CH:9]=2)[N:4]=1.[NH2:23][CH2:24][CH2:25][O:26][CH2:27][CH2:28][O:29][CH2:30][CH2:31][NH2:32]. (5) Given the product [CH2:22]([C:29]1[S:33][C:32]([NH:34][C:11]([C:10]([NH:9][C:7](=[O:8])[C:6]2[CH:16]=[CH:17][C:18]([O:19][CH2:20][CH3:21])=[C:4]([O:3][CH2:1][CH3:2])[CH:5]=2)([CH3:15])[CH3:14])=[O:13])=[N:31][C:30]=1[C:35]1[CH:40]=[CH:39][CH:38]=[CH:37][CH:36]=1)[C:23]1[CH:24]=[CH:25][CH:26]=[CH:27][CH:28]=1, predict the reactants needed to synthesize it. The reactants are: [CH2:1]([O:3][C:4]1[CH:5]=[C:6]([CH:16]=[CH:17][C:18]=1[O:19][CH2:20][CH3:21])[C:7]([NH:9][C:10]([CH3:15])([CH3:14])[C:11]([OH:13])=O)=[O:8])[CH3:2].[CH2:22]([C:29]1[S:33][C:32]([NH2:34])=[N:31][C:30]=1[C:35]1[CH:40]=[CH:39][CH:38]=[CH:37][CH:36]=1)[C:23]1[CH:28]=[CH:27][CH:26]=[CH:25][CH:24]=1.CCN=C=NCCCN(C)C.Cl.C1C=CC2N(O)N=NC=2C=1.